From a dataset of Reaction yield outcomes from USPTO patents with 853,638 reactions. Predict the reaction yield, written as a fraction of the theoretical maximum amount of product (1.0 means a 100% yield; for example, 0.34 means a 34% yield). (1) The reactants are [NH2:1][C:2]1[N:7]=[CH:6][C:5]([N:8]2[CH2:13][CH2:12][N:11]([C:14]([O:16][C:17]([CH3:20])([CH3:19])[CH3:18])=[O:15])[CH2:10][C@H:9]2[CH3:21])=[CH:4][CH:3]=1.Br[C:23]1[C:24](=[O:31])[N:25]([CH3:30])[CH:26]=[C:27]([Br:29])[CH:28]=1.C(=O)([O-])[O-].[Cs+].[Cs+].CC1(C)C2C(=C(P(C3C=CC=CC=3)C3C=CC=CC=3)C=CC=2)OC2C(P(C3C=CC=CC=3)C3C=CC=CC=3)=CC=CC1=2. The catalyst is C1C=CC(/C=C/C(/C=C/C2C=CC=CC=2)=O)=CC=1.C1C=CC(/C=C/C(/C=C/C2C=CC=CC=2)=O)=CC=1.C1C=CC(/C=C/C(/C=C/C2C=CC=CC=2)=O)=CC=1.[Pd].[Pd].O1CCOCC1. The product is [Br:29][C:27]1[CH:28]=[C:23]([NH:1][C:2]2[N:7]=[CH:6][C:5]([N:8]3[CH2:13][CH2:12][N:11]([C:14]([O:16][C:17]([CH3:20])([CH3:19])[CH3:18])=[O:15])[CH2:10][C@H:9]3[CH3:21])=[CH:4][CH:3]=2)[C:24](=[O:31])[N:25]([CH3:30])[CH:26]=1. The yield is 0.630. (2) The reactants are [Br:1][C:2]1[C:11]([CH3:12])=[CH:10][CH:9]=[C:8]2[C:3]=1[CH:4]=[CH:5][C:6](=[O:13])[NH:7]2.[H-].[Na+].I[CH3:17]. The catalyst is CN(C=O)C. The product is [Br:1][C:2]1[C:11]([CH3:12])=[CH:10][CH:9]=[C:8]2[C:3]=1[CH:4]=[CH:5][C:6](=[O:13])[N:7]2[CH3:17]. The yield is 0.670. (3) The reactants are [F:1][C:2]1[C:3]([CH2:24][NH:25][CH3:26])=[CH:4][N:5]([S:14]([C:17]2[C:22]([CH3:23])=[CH:21][CH:20]=[CH:19][N:18]=2)(=[O:16])=[O:15])[C:6]=1[C:7]1[C:8]([F:13])=[N:9][CH:10]=[CH:11][CH:12]=1.[C:27]([OH:34])(=[O:33])/[CH:28]=[CH:29]/[C:30]([OH:32])=[O:31]. The catalyst is C(OCC)(=O)C.C(O)C. The product is [C:27]([OH:34])(=[O:33])/[CH:28]=[CH:29]/[C:30]([OH:32])=[O:31].[F:1][C:2]1[C:3]([CH2:24][NH:25][CH3:26])=[CH:4][N:5]([S:14]([C:17]2[C:22]([CH3:23])=[CH:21][CH:20]=[CH:19][N:18]=2)(=[O:16])=[O:15])[C:6]=1[C:7]1[C:8]([F:13])=[N:9][CH:10]=[CH:11][CH:12]=1. The yield is 0.880.